This data is from M1 muscarinic receptor agonist screen with 61,833 compounds. The task is: Binary Classification. Given a drug SMILES string, predict its activity (active/inactive) in a high-throughput screening assay against a specified biological target. (1) The compound is s1c2c(CCCC2)c2c1n1c(SCC1=C)nc2=O. The result is 0 (inactive). (2) The molecule is O=C(N1CCCCCC1)c1ccc(OCC)cc1. The result is 0 (inactive). (3) The drug is O=c1n(c(=O)n(c2nc(n(c12)CCc1ccccc1)CN1C(CCCC1)C)C)C. The result is 0 (inactive). (4) The drug is S(C=1N(CCN1)C(=O)CC)Cc1ccccc1. The result is 0 (inactive). (5) The result is 0 (inactive). The compound is O1C(C(=O)C(/c2c1ccc1c2oc(=O)cc1)=C\Nc1ncccc1)(C)C. (6) The compound is Clc1ccc(Cn2c(=O)c3n(c(N4CCOCC4)nc3n(c2=O)C)C)cc1. The result is 0 (inactive). (7) The molecule is Clc1ccc(c2nn(c3sc(cc23)C(=O)NC(C)C)C)cc1. The result is 0 (inactive). (8) The compound is O=C1N(C(Nc2c1cccc2)c1cc(OC)c(OC)c(OC)c1)CCN(CC)CC. The result is 0 (inactive).